Predict the reaction yield, written as a fraction of the theoretical maximum amount of product (1.0 means a 100% yield; for example, 0.34 means a 34% yield). From a dataset of Reaction yield outcomes from USPTO patents with 853,638 reactions. (1) The reactants are [CH2:1]([N:8]1[CH2:12][CH2:11][C@@H:10](O)[CH2:9]1)[C:2]1[CH:7]=[CH:6][CH:5]=[CH:4][CH:3]=1.S(C1C=CC(C)=CC=1)([O-])(=O)=O.[F-:25].C([N+](CCCC)(CCCC)CCCC)CCC.O. The catalyst is C1COCC1. The product is [CH2:1]([N:8]1[CH2:12][CH2:11][C@H:10]([F:25])[CH2:9]1)[C:2]1[CH:7]=[CH:6][CH:5]=[CH:4][CH:3]=1. The yield is 0.710. (2) The reactants are Cl.[CH3:2][O:3][CH2:4][C:5](=[NH:8])OC.[C:9]([CH2:11][C:12]([NH:14][NH2:15])=O)#[N:10].[OH-].[Na+]. The catalyst is CO. The product is [C:9]([CH2:11][C:12]1[NH:14][N:15]=[C:5]([CH2:4][O:3][CH3:2])[N:8]=1)#[N:10]. The yield is 0.770.